This data is from Forward reaction prediction with 1.9M reactions from USPTO patents (1976-2016). The task is: Predict the product of the given reaction. (1) The product is: [C:22]([C:24]1[CH:25]=[C:26]([C:27]2[O:29][N:56]=[C:39]([C:40]3[CH:41]=[C:42]4[C:46](=[CH:47][CH:48]=3)[NH:45][C:44]([CH2:49][CH2:50][C:51]([O:53][CH2:54][CH3:55])=[O:52])=[CH:43]4)[N:38]=2)[CH:30]=[CH:31][C:32]=1[O:33][CH:34]([CH3:36])[CH3:35])#[N:23]. Given the reactants CCN=C=NCCCN(C)C.C1C=CC2N(O)N=NC=2C=1.[C:22]([C:24]1[CH:25]=[C:26]([CH:30]=[CH:31][C:32]=1[O:33][CH:34]([CH3:36])[CH3:35])[C:27]([OH:29])=O)#[N:23].O[NH:38]/[C:39](=[N:56]\[H])/[C:40]1[CH:41]=[C:42]2[C:46](=[CH:47][CH:48]=1)[NH:45][C:44]([CH2:49][CH2:50][C:51]([O:53][CH2:54][CH3:55])=[O:52])=[CH:43]2.CCCC[N+](CCCC)(CCCC)CCCC.[F-], predict the reaction product. (2) Given the reactants [CH3:1][CH2:2][C@H:3]1[O:18][C:16](=[O:17])[C@H:15]([CH3:19])[C@@H:14]([O:20][C@@H:21]2[O:26][C@@H:25]([CH3:27])[C@H:24]([OH:28])[C@@:23]([O:30][CH3:31])([CH3:29])[CH2:22]2)[C@H:13]([CH3:32])[C@@H:12]([O:33][C@@H:34]2[O:39][C@H:38]([CH3:40])[CH2:37][C@H:36]([N:41]([CH3:43])[CH3:42])[C@H:35]2[OH:44])[C@@:11](O)([CH3:45])[CH2:10][C@@H:9]([CH3:47])[C:7](=[O:8])[C@H:6]([CH3:48])[C@@H:5]([OH:49])[C@@:4]1([OH:51])[CH3:50].C([O-])(O)=O.[Na+], predict the reaction product. The product is: [CH3:1][CH2:2][C@H:3]1[O:18][C:16](=[O:17])[C@H:15]([CH3:19])[C@@H:14]([O:20][C@@H:21]2[O:26][C@@H:25]([CH3:27])[C@H:24]([OH:28])[C@@:23]([O:30][CH3:31])([CH3:29])[CH2:22]2)[C@H:13]([CH3:32])[C@@H:12]([O:33][C@@H:34]2[O:39][C@H:38]([CH3:40])[CH2:37][C@H:36]([N:41]([CH3:42])[CH3:43])[C@H:35]2[OH:44])[C@:11]2([CH3:45])[O:8][C:7](=[C:9]([CH3:47])[CH2:10]2)[C@H:6]([CH3:48])[C@@H:5]([OH:49])[C@@:4]1([OH:51])[CH3:50]. (3) Given the reactants C(Cl)(=O)C(Cl)=O.[F:7][C:8]1[CH:9]=[CH:10][C:11]2[N:12]([C:14]([C:17]([OH:19])=O)=[CH:15][N:16]=2)[CH:13]=1.[NH2:20][C:21]1[CH:22]=[C:23]([CH:26]=[CH:27][C:28]=1[CH3:29])[C:24]#[N:25].CCN(C(C)C)C(C)C, predict the reaction product. The product is: [C:24]([C:23]1[CH:26]=[CH:27][C:28]([CH3:29])=[C:21]([NH:20][C:17]([C:14]2[N:12]3[CH:13]=[C:8]([F:7])[CH:9]=[CH:10][C:11]3=[N:16][CH:15]=2)=[O:19])[CH:22]=1)#[N:25]. (4) Given the reactants Br[C:2]1[CH:13]=[CH:12][CH:11]=[CH:10][C:3]=1[O:4][C:5]([CH3:9])([CH3:8])[C:6]#[N:7].[CH3:14][O:15][C:16]1[CH:41]=[CH:40][C:19]([CH2:20][N:21]([C:35]2[S:36][CH:37]=[CH:38][N:39]=2)[S:22]([C:25]2[CH:26]=[CH:27][C:28]3[NH:33][CH2:32][CH2:31][O:30][C:29]=3[CH:34]=2)(=[O:24])=[O:23])=[CH:18][CH:17]=1.CC(C)([O-])C.[Na+].CC1(C)C2C(=C(P(C3C=CC=CC=3)C3C=CC=CC=3)C=CC=2)OC2C(P(C3C=CC=CC=3)C3C=CC=CC=3)=CC=CC1=2.BrC1N=C(N(CC2C=CC(OC)=CC=2)S(C2C=CC3N(C4C=CC(C(F)(F)F)=CC=4Cl)CCOC=3C=2)(=O)=O)SN=1, predict the reaction product. The product is: [C:6]([C:5]([O:4][C:3]1[CH:10]=[CH:11][CH:12]=[CH:13][C:2]=1[N:33]1[CH2:32][CH2:31][O:30][C:29]2[CH:34]=[C:25]([S:22]([N:21]([CH2:20][C:19]3[CH:40]=[CH:41][C:16]([O:15][CH3:14])=[CH:17][CH:18]=3)[C:35]3[S:36][CH:37]=[CH:38][N:39]=3)(=[O:23])=[O:24])[CH:26]=[CH:27][C:28]1=2)([CH3:9])[CH3:8])#[N:7]. (5) Given the reactants O=O.[CH3:3][O:4][CH2:5][O:6][CH2:7][C:8]([C:10]1[N:11]=[CH:12][C:13]([NH:16][C:17](=[O:22])[C:18]([CH3:21])([CH3:20])[CH3:19])=[N:14][CH:15]=1)=[O:9].C(O)[C@H](O)[C@H]1OC(=O)C(O)=C1O.C(O)C(F)(F)F.[H][H], predict the reaction product. The product is: [OH:9][C@@H:8]([C:10]1[N:11]=[CH:12][C:13]([NH:16][C:17](=[O:22])[C:18]([CH3:20])([CH3:19])[CH3:21])=[N:14][CH:15]=1)[CH2:7][O:6][CH2:5][O:4][CH3:3]. (6) Given the reactants [CH:1]([C:3]1([CH2:9][C:10]([O:12]CC)=[O:11])[CH2:8][CH2:7][CH2:6][CH2:5][CH2:4]1)=[O:2].[OH-].[K+].O, predict the reaction product. The product is: [CH:1]([C:3]1([CH2:9][C:10]([OH:12])=[O:11])[CH2:8][CH2:7][CH2:6][CH2:5][CH2:4]1)=[O:2]. (7) Given the reactants [CH2:1]([N:3]1[CH2:8][CH2:7][N:6]([CH2:9][C:10]2[CH:15]=[CH:14][C:13]([NH:16][C:17]3[C:26]4[CH:25]=[CH:24][C:23]([CH3:27])=[C:22]([NH2:28])[C:21]=4[CH:20]=[CH:19][N:18]=3)=[CH:12][C:11]=2[C:29]([F:32])([F:31])[F:30])[CH2:5][CH2:4]1)[CH3:2].[CH:33]1([NH:36][C:37]2[C:38]3[S:45][CH:44]=[C:43]([C:46](O)=[O:47])[C:39]=3[N:40]=[CH:41][N:42]=2)[CH2:35][CH2:34]1, predict the reaction product. The product is: [CH:33]1([NH:36][C:37]2[C:38]3[S:45][CH:44]=[C:43]([C:46]([NH:28][C:22]4[C:23]([CH3:27])=[CH:24][CH:25]=[C:26]5[C:21]=4[CH:20]=[CH:19][N:18]=[C:17]5[NH:16][C:13]4[CH:14]=[CH:15][C:10]([CH2:9][N:6]5[CH2:7][CH2:8][N:3]([CH2:1][CH3:2])[CH2:4][CH2:5]5)=[C:11]([C:29]([F:31])([F:30])[F:32])[CH:12]=4)=[O:47])[C:39]=3[N:40]=[CH:41][N:42]=2)[CH2:35][CH2:34]1. (8) Given the reactants [CH3:1][O:2][C:3]([C:5]1[O:23][C:8]2=[N:9][CH:10]=[CH:11][C:12]([O:13][C:14]3[CH:19]=[CH:18][C:17]([N+:20]([O-])=O)=[CH:16][CH:15]=3)=[C:7]2[CH:6]=1)=[O:4], predict the reaction product. The product is: [CH3:1][O:2][C:3]([C:5]1[O:23][C:8]2=[N:9][CH:10]=[CH:11][C:12]([O:13][C:14]3[CH:19]=[CH:18][C:17]([NH2:20])=[CH:16][CH:15]=3)=[C:7]2[CH:6]=1)=[O:4]. (9) Given the reactants [CH3:1][C:2]1[CH:3]=[CH:4][C:5]([C:8](O)=[O:9])=[CH:6][CH:7]=1.C1(C)C(C([O:19][CH2:20][C:21]2[CH:26]=[CH:25][C:24]([CH3:27])=[CH:23][CH:22]=2)=O)=CC=CC=1, predict the reaction product. The product is: [C:2]1([CH3:1])[CH:7]=[CH:6][C:5]([CH:8]=[O:9])=[CH:4][CH:3]=1.[CH3:27][C:24]1[CH:25]=[CH:26][C:21]([CH2:20][OH:19])=[CH:22][CH:23]=1. (10) Given the reactants C(OC([N:8]1[CH2:34][CH2:33][N:11]2[C:12]3[CH:13]=[CH:14][C:15]([C:19]4[C:24]([CH2:25][CH3:26])=[CH:23][C:22]([C:27]([O:29]C)=[O:28])=[C:21]([O:31]C)[N:20]=4)=[CH:16][C:17]=3[CH:18]=[C:10]2[CH2:9]1)=O)(C)(C)C.Cl, predict the reaction product. The product is: [CH2:25]([C:24]1[CH:23]=[C:22]([C:27]([OH:29])=[O:28])[C:21](=[O:31])[NH:20][C:19]=1[C:15]1[CH:14]=[CH:13][C:12]2[N:11]3[CH2:33][CH2:34][NH:8][CH2:9][C:10]3=[CH:18][C:17]=2[CH:16]=1)[CH3:26].